Dataset: Peptide-MHC class I binding affinity with 185,985 pairs from IEDB/IMGT. Task: Regression. Given a peptide amino acid sequence and an MHC pseudo amino acid sequence, predict their binding affinity value. This is MHC class I binding data. (1) The peptide sequence is KTIARFTYF. The binding affinity (normalized) is 0.579. The MHC is HLA-A32:01 with pseudo-sequence HLA-A32:01. (2) The peptide sequence is ELCGAFLFY. The MHC is HLA-B15:01 with pseudo-sequence HLA-B15:01. The binding affinity (normalized) is 0.814. (3) The peptide sequence is VLAFITFLRV. The MHC is HLA-A02:17 with pseudo-sequence HLA-A02:17. The binding affinity (normalized) is 0.557.